From a dataset of hERG Central: cardiac toxicity at 1µM, 10µM, and general inhibition. Predict hERG channel inhibition at various concentrations. (1) The molecule is CCOC(=O)C1CCCN(Cc2nc(N)nc(Nc3ccc(OC)cc3)n2)C1. Results: hERG_inhib (hERG inhibition (general)): blocker. (2) The compound is Cc1cc2nc3n(c2cc1C)CC1CC(C(=O)NCc2cccc(C(F)(F)F)c2)N(C)C31. Results: hERG_inhib (hERG inhibition (general)): blocker. (3) The molecule is COc1ccc(-c2cc(NCCc3ccncc3)n3ncnc3n2)cc1. Results: hERG_inhib (hERG inhibition (general)): blocker. (4) The molecule is COc1ccc(NC(=O)CN2CCN(CC(=O)Nc3ccc(OC)cc3)CC2)cc1. Results: hERG_inhib (hERG inhibition (general)): blocker.